Dataset: Peptide-MHC class II binding affinity with 134,281 pairs from IEDB. Task: Regression. Given a peptide amino acid sequence and an MHC pseudo amino acid sequence, predict their binding affinity value. This is MHC class II binding data. (1) The peptide sequence is ALSAEYAAVAQELSV. The MHC is DRB1_0802 with pseudo-sequence DRB1_0802. The binding affinity (normalized) is 0.292. (2) The peptide sequence is GELQIDDKIDAAFKI. The MHC is DRB1_0404 with pseudo-sequence DRB1_0404. The binding affinity (normalized) is 0.387. (3) The peptide sequence is ERIFKRFDTNGDGKI. The MHC is DRB1_0401 with pseudo-sequence DRB1_0401. The binding affinity (normalized) is 0.701. (4) The binding affinity (normalized) is 0.0533. The MHC is DRB1_0101 with pseudo-sequence DRB1_0101. The peptide sequence is IKSIDFERIGPEWEP.